This data is from Catalyst prediction with 721,799 reactions and 888 catalyst types from USPTO. The task is: Predict which catalyst facilitates the given reaction. (1) Reactant: [F:1][C:2]1[CH:7]=[CH:6][C:5]([CH:8](O)[CH:9]([CH3:11])[CH3:10])=[CH:4][C:3]=1[C:13]([F:16])([F:15])[F:14].O.C1(C)C=CC(S(O)(=O)=O)=CC=1.O.[OH-].[Na+]. The catalyst class is: 11. Product: [F:1][C:2]1[CH:7]=[CH:6][C:5]([CH:8]=[C:9]([CH3:11])[CH3:10])=[CH:4][C:3]=1[C:13]([F:14])([F:15])[F:16]. (2) Reactant: CO[C:3]1[CH:8]=[CH:7][N:6]=[C:5]([NH:9][C:10]2[CH:11]=[C:12]([NH:17][C:18]([C:20]3[N:24]([CH2:25][CH3:26])[N:23]=[C:22]([CH3:27])[CH:21]=3)=[O:19])[CH:13]=[CH:14][C:15]=2[CH3:16])[N:4]=1.C[Si]([Cl:32])(C)C.[Na+].[I-].C([O-])([O-])=O.[Na+].[Na+].O=P(Cl)(Cl)Cl. Product: [Cl:32][C:3]1[CH:8]=[CH:7][N:6]=[C:5]([NH:9][C:10]2[CH:11]=[C:12]([NH:17][C:18]([C:20]3[N:24]([CH2:25][CH3:26])[N:23]=[C:22]([CH3:27])[CH:21]=3)=[O:19])[CH:13]=[CH:14][C:15]=2[CH3:16])[N:4]=1. The catalyst class is: 10. (3) The catalyst class is: 2. Reactant: C(OC([N:8]1[CH2:13][CH2:12][C:11]([C:21]#[N:22])([C:14]2[CH:19]=[CH:18][C:17]([I:20])=[CH:16][CH:15]=2)[CH2:10][CH2:9]1)=O)(C)(C)C.C(O)(C(F)(F)F)=O. Product: [I:20][C:17]1[CH:18]=[CH:19][C:14]([C:11]2([C:21]#[N:22])[CH2:12][CH2:13][NH:8][CH2:9][CH2:10]2)=[CH:15][CH:16]=1. (4) The catalyst class is: 21. Reactant: [F:1][C:2]1[CH:3]=[C:4]([OH:9])[CH:5]=[CH:6][C:7]=1[F:8].[Br:10][C:11](Br)=[CH:12][CH2:13][CH3:14].C([O-])([O-])=O.[K+].[K+]. Product: [Br:10][CH2:11]/[CH:12]=[CH:13]/[CH2:14][O:9][C:4]1[CH:5]=[CH:6][C:7]([F:8])=[C:2]([F:1])[CH:3]=1. (5) Reactant: [Br:1][C:2]1[C:7]([F:8])=[CH:6][C:5]([NH:9][C:10](=[O:12])[CH3:11])=[C:4]([CH3:13])[CH:3]=1.C(OC(=O)C)(=O)C.C([O-])(=O)C.[K+].C(O[N:32]=O)CC(C)C. Product: [Br:1][C:2]1[CH:3]=[C:4]2[C:5](=[CH:6][C:7]=1[F:8])[N:9]([C:10](=[O:12])[CH3:11])[N:32]=[CH:13]2. The catalyst class is: 133. (6) Reactant: C(=O)([O-])[O-].[K+].[K+].[F:7][C:8]1[C:16]([O:17][C:18]2[CH:23]=[CH:22][N:21]=[C:20]([CH2:24][O:25]C(=O)C)[N:19]=2)=[CH:15][CH:14]=[C:13]2[C:9]=1[CH:10]=[C:11]([CH3:42])[N:12]2[C:29](=[O:41])[NH:30][C:31]1[CH:36]=[CH:35][CH:34]=[C:33]([C:37]([F:40])([F:39])[F:38])[CH:32]=1.[NH4+].[Cl-].O. Product: [F:40][C:37]([F:38])([F:39])[C:33]1[CH:32]=[C:31]([NH:30][C:29]([N:12]2[C:13]3[C:9](=[C:8]([F:7])[C:16]([O:17][C:18]4[CH:23]=[CH:22][N:21]=[C:20]([CH2:24][OH:25])[N:19]=4)=[CH:15][CH:14]=3)[CH:10]=[C:11]2[CH3:42])=[O:41])[CH:36]=[CH:35][CH:34]=1. The catalyst class is: 5. (7) Reactant: [Si:1](Cl)([C:4]([CH3:7])([CH3:6])[CH3:5])([CH3:3])[CH3:2].[OH:9][CH2:10][CH2:11]N1C(C)=CN=C1.[NH:18]1[CH:22]=[CH:21][N:20]=[CH:19]1.[CH2:23](Cl)Cl. Product: [Si:1]([O:9][CH2:10][CH2:11][C:19]1[NH:18][C:22]([CH3:23])=[CH:21][N:20]=1)([C:4]([CH3:7])([CH3:6])[CH3:5])([CH3:3])[CH3:2]. The catalyst class is: 6. (8) Reactant: [OH-].[K+].[Cl:3][C:4]1[CH:5]=[CH:6][CH:7]=[C:8]2[C:12]=1[C:11](=[O:13])[N:10]([C@H:14]1[C:23]3[C:18](=[C:19]([F:28])[CH:20]=[C:21]([C:24]([O:26]C)=[O:25])[CH:22]=3)[O:17][CH2:16][CH2:15]1)[CH2:9]2. Product: [Cl:3][C:4]1[CH:5]=[CH:6][CH:7]=[C:8]2[C:12]=1[C:11](=[O:13])[N:10]([C@H:14]1[C:23]3[C:18](=[C:19]([F:28])[CH:20]=[C:21]([C:24]([OH:26])=[O:25])[CH:22]=3)[O:17][CH2:16][CH2:15]1)[CH2:9]2. The catalyst class is: 40. (9) Reactant: S1CCNC1.CC1(C)S[C@@H]2[C@H](NC(COC3C=CC=CC=3)=O)[C:13](=[O:14])N2[C@H]1C(O)=O.[CH3:30][C:31]1([CH3:55])[S:37][C@H:36]2[N:33]([C:34](=[O:50])[C@H:35]2[NH:38][C:39](=[O:49])[CH:40]([O:42][C:43]2[CH:48]=[CH:47][CH:46]=[CH:45][CH:44]=2)C)[C@H:32]1[C:51]([O:53][CH3:54])=[O:52].[CH2:56]([NH2:63])[C:57]1[CH:62]=[CH:61][CH:60]=[CH:59][CH:58]=1. Product: [CH3:13][O:14][C:60]1[CH:61]=[CH:62][C:57]([CH2:56][NH:63][C:34](=[O:50])[C@H:35]([C@@H:36]2[NH:33][C@@H:32]([C:51]([O:53][CH3:54])=[O:52])[C:31]([CH3:30])([CH3:55])[S:37]2)[NH:38][C:39](=[O:49])[CH2:40][O:42][C:43]2[CH:44]=[CH:45][CH:46]=[CH:47][CH:48]=2)=[CH:58][CH:59]=1. The catalyst class is: 232.